From a dataset of Forward reaction prediction with 1.9M reactions from USPTO patents (1976-2016). Predict the product of the given reaction. (1) Given the reactants F[P-](F)(F)(F)(F)F.CN(C)C(ON1C2C=CC=CC=2N=N1)=[N+](C)C.[CH3:25][C@@H:26]([CH2:30][N:31]1[CH2:36][CH2:35][N:34]([C:37]2[CH:42]=[CH:41][C:40]([C:43]([F:46])([F:45])[F:44])=[CH:39][CH:38]=2)[CH2:33][CH2:32]1)[C:27]([OH:29])=O.[N+:47]([C:50]1[CH:55]=[CH:54][C:53]([NH:56][CH:57]2[CH2:62][CH2:61][NH:60][CH2:59][CH2:58]2)=[CH:52][C:51]=1[C:63]([F:66])([F:65])[F:64])([O-:49])=[O:48].C(N(C(C)C)CC)(C)C, predict the reaction product. The product is: [CH3:25][C@@H:26]([CH2:30][N:31]1[CH2:32][CH2:33][N:34]([C:37]2[CH:38]=[CH:39][C:40]([C:43]([F:46])([F:45])[F:44])=[CH:41][CH:42]=2)[CH2:35][CH2:36]1)[C:27]([N:60]1[CH2:61][CH2:62][CH:57]([NH:56][C:53]2[CH:54]=[CH:55][C:50]([N+:47]([O-:49])=[O:48])=[C:51]([C:63]([F:64])([F:65])[F:66])[CH:52]=2)[CH2:58][CH2:59]1)=[O:29]. (2) Given the reactants [Br:1][C:2]1[CH:10]=[C:9]2[C:5]([C:6](=O)[C:7](=[O:12])[N:8]2[CH3:11])=[CH:4][CH:3]=1.O.NN, predict the reaction product. The product is: [Br:1][C:2]1[CH:10]=[C:9]2[C:5]([CH2:6][C:7](=[O:12])[N:8]2[CH3:11])=[CH:4][CH:3]=1. (3) Given the reactants [F:1][C:2]1[CH:7]=[CH:6][C:5]([C:8]2([C:19]3[CH:24]=[CH:23][C:22]([F:25])=[CH:21][CH:20]=3)[CH2:13][CH2:12][CH2:11][N:10]([CH2:14][C:15](O)=[O:16])[C:9]2=[O:18])=[CH:4][CH:3]=1.[N:26]1([C:32]([O:34][CH2:35][C:36]2[CH:41]=[CH:40][CH:39]=[CH:38][CH:37]=2)=[O:33])[CH2:31][CH2:30][NH:29][CH2:28][CH2:27]1.Cl.CN(C)CCCN=C=NCC, predict the reaction product. The product is: [F:1][C:2]1[CH:7]=[CH:6][C:5]([C:8]2([C:19]3[CH:20]=[CH:21][C:22]([F:25])=[CH:23][CH:24]=3)[CH2:13][CH2:12][CH2:11][N:10]([CH2:14][C:15]([N:29]3[CH2:30][CH2:31][N:26]([C:32]([O:34][CH2:35][C:36]4[CH:41]=[CH:40][CH:39]=[CH:38][CH:37]=4)=[O:33])[CH2:27][CH2:28]3)=[O:16])[C:9]2=[O:18])=[CH:4][CH:3]=1. (4) Given the reactants [CH3:1][O:2][C:3]1([C:21]2[CH:26]=[CH:25][CH:24]=[CH:23][CH:22]=2)[CH2:8][CH2:7][C:6]2[C:9]([C:18]([OH:20])=O)=[CH:10][C:11]3[N:12]([CH3:17])[C:13]([CH3:16])=[N:14][C:15]=3[C:5]=2[O:4]1.[CH3:27][N:28](C(ON1N=NC2C=CC=CC1=2)=[N+](C)C)C.[B-](F)(F)(F)F.CCN(C(C)C)C(C)C.CN, predict the reaction product. The product is: [CH3:27][NH:28][C:18]([C:9]1[C:6]2[CH2:7][CH2:8][C:3]([O:2][CH3:1])([C:21]3[CH:22]=[CH:23][CH:24]=[CH:25][CH:26]=3)[O:4][C:5]=2[C:15]2[N:14]=[C:13]([CH3:16])[N:12]([CH3:17])[C:11]=2[CH:10]=1)=[O:20]. (5) Given the reactants [C:1]([O:5][C:6]([N:8]1[CH2:13][CH2:12][CH2:11][CH2:10][CH:9]1[CH:14]=O)=[O:7])([CH3:4])([CH3:3])[CH3:2].Cl.[NH2:17][OH:18], predict the reaction product. The product is: [C:1]([O:5][C:6]([N:8]1[CH2:13][CH2:12][CH2:11][CH2:10][CH:9]1[CH:14]=[N:17][OH:18])=[O:7])([CH3:4])([CH3:3])[CH3:2]. (6) Given the reactants [Li]CCCC.Br[C:7]1[CH:8]=[CH:9][C:10]([C:18]([OH:20])=[O:19])=[N:11][C:12]=1[O:13][CH2:14][CH:15]1[CH2:17][CH2:16]1.[C:21]1(=[O:25])[CH2:24][CH2:23][CH2:22]1, predict the reaction product. The product is: [CH:15]1([CH2:14][O:13][C:12]2[N:11]=[C:10]([C:18]([OH:20])=[O:19])[CH:9]=[CH:8][C:7]=2[C:21]2([OH:25])[CH2:24][CH2:23][CH2:22]2)[CH2:17][CH2:16]1. (7) The product is: [C:66]([Si:63]([CH3:65])([CH3:64])[O:70][CH2:71][CH2:72][N:73]1[CH:77]=[CH:76][C:75]([NH:78][C:30]([CH:20]2[NH:19][CH:18]([CH2:33][C:34]([CH3:37])([CH3:36])[CH3:35])[C:17]3([C:12]4[C:11](=[CH:10][C:9]([Cl:8])=[CH:14][CH:13]=4)[NH:15][C:16]3=[O:38])[CH:21]2[C:22]2[CH:27]=[CH:26][CH:25]=[C:24]([Cl:28])[C:23]=2[F:29])=[O:32])=[N:74]1)([CH3:69])([CH3:68])[CH3:67]. Given the reactants FC(F)(F)C(O)=O.[Cl:8][C:9]1[CH:14]=[C:13]2[NH:15][C:16](=[O:38])[C:17]3([CH:21]([C:22]4[CH:27]=[CH:26][CH:25]=[C:24]([Cl:28])[C:23]=4[F:29])[CH:20]([C:30]([OH:32])=O)[NH:19][CH:18]3[CH2:33][C:34]([CH3:37])([CH3:36])[CH3:35])[C:12]2=[CH:11][CH:10]=1.C(N(C(C)C)CC)(C)C.C1(P(Cl)(C2C=CC=CC=2)=O)C=CC=CC=1.[Si:63]([O:70][CH2:71][CH2:72][N:73]1[CH:77]=[CH:76][C:75]([NH2:78])=[N:74]1)([C:66]([CH3:69])([CH3:68])[CH3:67])([CH3:65])[CH3:64], predict the reaction product.